The task is: Predict the reactants needed to synthesize the given product.. This data is from Full USPTO retrosynthesis dataset with 1.9M reactions from patents (1976-2016). (1) Given the product [C:13]1(=[O:14])[NH:9][C:10](=[O:19])[C:11]2=[CH:18][CH:17]=[CH:16][CH:15]=[C:12]12, predict the reactants needed to synthesize it. The reactants are: C[S-].[Na+].BrCCCC[N:9]1[C:13](=[O:14])[C:12]2=[CH:15][CH:16]=[CH:17][CH:18]=[C:11]2[C:10]1=[O:19]. (2) Given the product [F:23][C:24]([F:35])([F:34])[C:25]1[CH:30]=[C:29]([CH:28]=[CH:27][CH:26]=1)[CH2:2][C:3]1[S:4][C:5]2[CH:11]=[CH:10][CH:9]=[C:8]([C:12]3[CH:13]=[C:14]([CH:20]=[CH:21][CH:22]=3)[C:15]([O:17][CH2:18][CH3:19])=[O:16])[C:6]=2[CH:7]=1, predict the reactants needed to synthesize it. The reactants are: Br[CH2:2][C:3]1[S:4][C:5]2[CH:11]=[CH:10][CH:9]=[C:8]([C:12]3[CH:13]=[C:14]([CH:20]=[CH:21][CH:22]=3)[C:15]([O:17][CH2:18][CH3:19])=[O:16])[C:6]=2[CH:7]=1.[F:23][C:24]([F:35])([F:34])[C:25]1[CH:26]=[C:27](B(O)O)[CH:28]=[CH:29][CH:30]=1.COCCOC. (3) Given the product [Br:1][C:2]1[N:3]2[CH2:19][C@@H:18]([C:20]([OH:22])=[O:21])[CH2:17][C:16](=[O:25])[CH:5]3[C@@H:6]([NH:11][C:12]([O:14][CH3:15])=[O:13])[CH2:7][CH2:8][C:9]([CH:10]=1)=[C:4]23, predict the reactants needed to synthesize it. The reactants are: [Br:1][C:2]1[N:3]2[CH2:19][C@@H:18]([C:20]([O:22]CC)=[O:21])[CH2:17][C:16](=[O:25])[CH:5]3[C@@H:6]([NH:11][C:12]([O:14][CH3:15])=[O:13])[CH2:7][CH2:8][C:9]([CH:10]=1)=[C:4]23.[OH-].[Li+].Cl. (4) Given the product [Cl:45][C:44]1[CH:43]=[CH:42][C:25]([O:26][C:27]2[CH:28]=[CH:29][C:30]3[N:31]([CH:33]=[C:34]([NH:36][C:37]([CH:39]4[CH2:41][CH2:40]4)=[O:38])[N:35]=3)[N:32]=2)=[CH:24][C:23]=1[NH:22][C:8]([C:4]1[S:3][C:2]([CH3:1])=[N:6][C:5]=1[CH3:7])=[O:10], predict the reactants needed to synthesize it. The reactants are: [CH3:1][C:2]1[S:3][C:4]([C:8]([OH:10])=O)=[C:5]([CH3:7])[N:6]=1.CN(C)C=O.C(Cl)(=O)C(Cl)=O.[NH2:22][C:23]1[CH:24]=[C:25]([CH:42]=[CH:43][C:44]=1[Cl:45])[O:26][C:27]1[CH:28]=[CH:29][C:30]2[N:31]([CH:33]=[C:34]([NH:36][C:37]([CH:39]3[CH2:41][CH2:40]3)=[O:38])[N:35]=2)[N:32]=1. (5) Given the product [NH2:27][C@@H:11]([CH2:10][C:3]1[C:4]2[C:9](=[CH:8][CH:7]=[CH:6][CH:5]=2)[NH:1][CH:2]=1)[CH2:12][NH:13][C:21]1[S:22][C:23]([C:48]2[CH:47]=[CH:46][C:44]3[NH:45][C:41](=[O:40])[S:42][C:43]=3[CH:49]=2)=[CH:24][N:25]=1, predict the reactants needed to synthesize it. The reactants are: [NH:1]1[C:9]2[C:4](=[CH:5][CH:6]=[CH:7][CH:8]=2)[C:3]([CH2:10][C@H:11]([NH:27]S(C2C=CC([N+]([O-])=O)=CC=2)(=O)=O)[CH2:12][N:13]([C:21]2[S:22][C:23](Br)=[CH:24][N:25]=2)C(=O)OC(C)(C)C)=[CH:2]1.[O:40]=[C:41]1[NH:45][C:44]2[CH:46]=[CH:47][C:48](B(O)O)=[CH:49][C:43]=2[S:42]1. (6) Given the product [Br:5][C:6]1[CH:11]=[CH:10][C:9]([C:12]2[N:18]3[CH:19]=[CH:20][CH:21]=[C:17]3[C:14](=[O:13])[NH:15][N:16]=2)=[CH:8][CH:7]=1, predict the reactants needed to synthesize it. The reactants are: C([O-])C.[Na+].[Br:5][C:6]1[CH:11]=[CH:10][C:9]([C:12]2[O:13][C:14]([C:17]3[NH:18][CH:19]=[CH:20][CH:21]=3)=[N:15][N:16]=2)=[CH:8][CH:7]=1.ClCCl.CO. (7) Given the product [CH3:1][O:2][C:3]([C:5]1[CH:10]=[CH:9][C:8]([C:11]([C:13]2[CH:18]=[CH:17][C:16]([C:19]([O:21][CH3:22])=[O:20])=[CH:15][CH:14]=2)=[N:24][OH:25])=[CH:7][CH:6]=1)=[O:4], predict the reactants needed to synthesize it. The reactants are: [CH3:1][O:2][C:3]([C:5]1[CH:10]=[CH:9][C:8]([C:11]([C:13]2[CH:18]=[CH:17][C:16]([C:19]([O:21][CH3:22])=[O:20])=[CH:15][CH:14]=2)=O)=[CH:7][CH:6]=1)=[O:4].Cl.[NH2:24][OH:25].C([O-])(=O)C.[Na+].C([O-])(O)=O.[Na+]. (8) Given the product [CH3:1][O:2][C:3]1[CH:4]=[C:5]([NH:6][C:17]2[N:21]=[C:20]([N:22]3[CH2:23][C:24]4([CH2:28][CH2:27][CH2:26]4)[CH2:25]3)[N:19]([CH2:29][C:30]([CH3:33])([OH:32])[CH3:31])[N:18]=2)[CH:7]=[CH:8][C:9]=1[N:10]1[CH:14]=[C:13]([CH3:15])[N:12]=[CH:11]1, predict the reactants needed to synthesize it. The reactants are: [CH3:1][O:2][C:3]1[CH:4]=[C:5]([CH:7]=[CH:8][C:9]=1[N:10]1[CH:14]=[C:13]([CH3:15])[N:12]=[CH:11]1)[NH2:6].Br[C:17]1[N:21]=[C:20]([N:22]2[CH2:25][C:24]3([CH2:28][CH2:27][CH2:26]3)[CH2:23]2)[N:19]([CH2:29][C:30]([CH3:33])([OH:32])[CH3:31])[N:18]=1.CC1(C)C2C=CC=C(P(C3C=CC=CC=3)C3C=CC=CC=3)C=2OC2C1=CC=CC=2P(C1C=CC=CC=1)C1C=CC=CC=1.C(=O)([O-])[O-].[Cs+].[Cs+].